Dataset: Reaction yield outcomes from USPTO patents with 853,638 reactions. Task: Predict the reaction yield, written as a fraction of the theoretical maximum amount of product (1.0 means a 100% yield; for example, 0.34 means a 34% yield). (1) The reactants are [N+:1]([C:4]1[CH:16]=[CH:15][C:7]2[O:8][C:9]([CH3:14])([CH3:13])[O:10][C:11](=[O:12])[C:6]=2[CH:5]=1)([O-])=O. The catalyst is CCO.[Pd]. The product is [NH2:1][C:4]1[CH:16]=[CH:15][C:7]2[O:8][C:9]([CH3:13])([CH3:14])[O:10][C:11](=[O:12])[C:6]=2[CH:5]=1. The yield is 0.980. (2) The reactants are [NH2:1][C:2]1[CH:7]=[CH:6][C:5]([CH3:8])=[CH:4][CH:3]=1.C(=O)(O)[O-].[Na+].[I:14]I. The catalyst is C(Cl)Cl.O. The product is [I:14][C:3]1[CH:4]=[C:5]([CH3:8])[CH:6]=[CH:7][C:2]=1[NH2:1]. The yield is 0.920. (3) The reactants are COC[O:4][C:5]1[C:9](/[CH:10]=[CH:11]/[C:12]2[N:13]=[C:14]([N:18]3[CH2:23][CH2:22][CH2:21][CH2:20][CH2:19]3)[S:15][C:16]=2[CH3:17])=[CH:8][N:7]([C:24]2[CH:29]=[CH:28][CH:27]=[CH:26][CH:25]=2)[N:6]=1.[ClH:30]. The catalyst is CO. The product is [ClH:30].[CH3:17][C:16]1[S:15][C:14]([N:18]2[CH2:23][CH2:22][CH2:21][CH2:20][CH2:19]2)=[N:13][C:12]=1/[CH:11]=[CH:10]/[C:9]1[C:5]([OH:4])=[N:6][N:7]([C:24]2[CH:29]=[CH:28][CH:27]=[CH:26][CH:25]=2)[CH:8]=1. The yield is 0.810. (4) The reactants are [H-].[Na+].[S:3]1[CH:7]=[CH:6][CH:5]=[C:4]1[CH2:8][OH:9].[CH2:10](Br)[C:11]1[CH:16]=[CH:15][CH:14]=[CH:13][CH:12]=1. The catalyst is C1COCC1. The product is [CH2:10]([O:9][CH2:8][C:4]1[S:3][CH:7]=[CH:6][CH:5]=1)[C:11]1[CH:16]=[CH:15][CH:14]=[CH:13][CH:12]=1. The yield is 0.780. (5) The reactants are Br[C:2]1[CH:9]=[CH:8][C:5]([C:6]#[N:7])=[C:4]([F:10])[C:3]=1[CH3:11].C(OC)(=O)[CH2:13][C:14]([O:16][CH3:17])=[O:15].C(=O)([O-])[O-].[K+].[K+].C(=O)([O-])O.[K+]. The catalyst is CCOC(C)=O.F[B-](F)(F)F.C([PH+](C(C)(C)C)C(C)(C)C)(C)(C)C. The product is [C:6]([C:5]1[CH:8]=[CH:9][C:2]([CH2:13][C:14]([O:16][CH3:17])=[O:15])=[C:3]([CH3:11])[C:4]=1[F:10])#[N:7]. The yield is 0.542.